This data is from Full USPTO retrosynthesis dataset with 1.9M reactions from patents (1976-2016). The task is: Predict the reactants needed to synthesize the given product. (1) Given the product [NH2:13][C:11]([C:9]1[CH:10]=[C:2]([Br:1])[CH:3]=[C:4]2[C:8]=1[NH:7][CH:6]=[C:5]2[C:15]1[CH2:20][CH2:19][N:18]([C:21]([O:23][C:24]([CH3:27])([CH3:26])[CH3:25])=[O:22])[CH2:17][CH:16]=1)=[O:12], predict the reactants needed to synthesize it. The reactants are: [Br:1][C:2]1[CH:3]=[C:4]2[C:8](=[C:9]([C:11]([NH2:13])=[O:12])[CH:10]=1)[NH:7][CH:6]=[CH:5]2.O=[C:15]1[CH2:20][CH2:19][N:18]([C:21]([O:23][C:24]([CH3:27])([CH3:26])[CH3:25])=[O:22])[CH2:17][CH2:16]1.C[O-].[Na+]. (2) Given the product [Br:11][C:8]1[S:7][C:6]2[N:1]=[CH:2][NH:3][C:4](=[O:10])[C:5]=2[CH:9]=1, predict the reactants needed to synthesize it. The reactants are: [N:1]1[C:6]2[S:7][CH:8]=[CH:9][C:5]=2[C:4](=[O:10])[NH:3][CH:2]=1.[Br:11]Br. (3) Given the product [NH2:2][C:1]1[C:3]2[C:4](=[O:23])[N:5]([C:11]3[C:12]([F:22])=[CH:13][C:14]([NH:18][C:19](=[O:24])[CH3:20])=[CH:15][C:16]=3[F:17])[CH:6]=[CH:7][C:8]=2[NH:26][N:25]=1, predict the reactants needed to synthesize it. The reactants are: [C:1]([C:3]1[C:4](=[O:23])[N:5]([C:11]2[C:16]([F:17])=[CH:15][C:14]([NH:18][C:19](=O)[CH3:20])=[CH:13][C:12]=2[F:22])[CH:6]=[CH:7][C:8]=1OC)#[N:2].[OH2:24].[NH2:25][NH2:26].C(O)C. (4) The reactants are: [CH:1]1([CH2:7][C:8](=[O:14])[CH2:9][C:10](OC)=O)[CH2:6][CH2:5][CH2:4][CH2:3][CH2:2]1.[CH2:15](Cl)[C:16](=C)[CH3:17].C[O-].[Na+].[OH-].[Na+].S(=O)(=O)(O)O. Given the product [CH:1]1([CH2:7][C:8](=[O:14])[CH2:9][CH2:10][C:16]([CH3:17])=[CH2:15])[CH2:6][CH2:5][CH2:4][CH2:3][CH2:2]1, predict the reactants needed to synthesize it. (5) Given the product [CH2:6]([O:14][C:15]1[C:23]([O:24][CH3:25])=[CH:22][C:18]([C:19]([N:44]2[CH2:43][CH2:42][N:41]([C:36]3[CH:37]=[CH:38][CH:39]=[CH:40][C:35]=3[O:34][CH3:33])[CH2:46][CH2:45]2)=[O:21])=[C:17]([N+:26]([O-:28])=[O:27])[CH:16]=1)[C:7]1[CH:8]=[CH:9][CH:10]=[CH:11][CH:12]=1, predict the reactants needed to synthesize it. The reactants are: CN(C=O)C.[C:6]([O:14][C:15]1[C:23]([O:24][CH3:25])=[CH:22][C:18]([C:19]([OH:21])=O)=[C:17]([N+:26]([O-:28])=[O:27])[CH:16]=1)(=O)[C:7]1[CH:12]=[CH:11][CH:10]=[CH:9][CH:8]=1.S(Cl)(Cl)=O.[CH3:33][O:34][C:35]1[CH:40]=[CH:39][CH:38]=[CH:37][C:36]=1[N:41]1[CH2:46][CH2:45][NH:44][CH2:43][CH2:42]1. (6) Given the product [CH3:35][CH:33]([CH2:32][N:31]([S:28]([C:25]1[CH:24]=[CH:23][C:22]([NH2:21])=[CH:27][CH:26]=1)(=[O:30])=[O:29])[CH2:36][C@@H:37]([OH:47])[C@@H:38]([NH:46][C:10]([O:9][C@@H:3]1[C@@H:4]2[CH2:8][CH2:7][O:6][C@@H:5]2[O:1][CH2:2]1)=[O:12])[CH2:39][C:40]1[CH:41]=[CH:42][CH:43]=[CH:44][CH:45]=1)[CH3:34], predict the reactants needed to synthesize it. The reactants are: [O:1]1[C@H:5]2[O:6][CH2:7][CH2:8][C@H:4]2[C@@H:3]([O:9][C:10](=[O:12])O)[CH2:2]1.CN1C(=O)CCC1=O.[NH2:21][C:22]1[CH:27]=[CH:26][C:25]([S:28]([N:31]([CH2:36][CH:37]([OH:47])[CH:38]([NH2:46])[CH2:39][C:40]2[CH:45]=[CH:44][CH:43]=[CH:42][CH:41]=2)[CH2:32][CH:33]([CH3:35])[CH3:34])(=[O:30])=[O:29])=[CH:24][CH:23]=1.C(N(CC)CC)C.